From a dataset of Catalyst prediction with 721,799 reactions and 888 catalyst types from USPTO. Predict which catalyst facilitates the given reaction. Reactant: [C:1]([N:5]1[CH:9]=[C:8]([NH:10][C:11]([NH:13][C:14]2[CH:19]=[C:18]([C:20]3[C:31](=[O:32])[N:30]([CH3:33])[C:23]4[N:24]=[C:25]([NH:28][CH3:29])[N:26]=[CH:27][C:22]=4[CH:21]=3)[C:17]([CH3:34])=[CH:16][C:15]=2[F:35])=[O:12])[CH:7]=[N:6]1)([CH3:4])([CH3:3])[CH3:2]. Product: [C:1]([N:5]1[CH:9]=[C:8]([NH:10][C:11]([NH:13][C:14]2[CH:19]=[C:18]([C:20]3[C:31](=[O:32])[N:30]([CH3:33])[C:23]4[N:24]=[C:25]([NH:28][CH2:29][CH2:23][N:30]([CH3:33])[CH3:31])[N:26]=[CH:27][C:22]=4[CH:21]=3)[C:17]([CH3:34])=[CH:16][C:15]=2[F:35])=[O:12])[CH:7]=[N:6]1)([CH3:3])([CH3:2])[CH3:4]. The catalyst class is: 1.